Dataset: Catalyst prediction with 721,799 reactions and 888 catalyst types from USPTO. Task: Predict which catalyst facilitates the given reaction. (1) Reactant: [Br:1][C:2]1[CH:7]=[CH:6][C:5]([NH:8][S:9]([CH3:12])(=[O:11])=[O:10])=[CH:4][CH:3]=1.[C:13](=O)([O-])[O-].[K+].[K+].CI. Product: [Br:1][C:2]1[CH:3]=[CH:4][C:5]([N:8]([CH3:13])[S:9]([CH3:12])(=[O:11])=[O:10])=[CH:6][CH:7]=1. The catalyst class is: 31. (2) Reactant: [CH2:1]([N:3]([CH2:15][CH3:16])[CH2:4][C:5]([NH:7][C@@H:8]([CH:12]([CH3:14])[CH3:13])[C:9]([OH:11])=[O:10])=[O:6])[CH3:2].[OH:17][CH2:18][CH2:19][N:20]1[C:25](=[O:26])[CH2:24][CH2:23][CH:22]([N:27]2[C:35](=[O:36])[C:34]3[C:29](=[CH:30][CH:31]=[CH:32][CH:33]=3)[C:28]2=[O:37])[C:21]1=[O:38].[ClH:39].CO. Product: [ClH:39].[CH2:15]([N:3]([CH2:1][CH3:2])[CH2:4][C:5]([NH:7][C@@H:8]([CH:12]([CH3:14])[CH3:13])[C:9]([OH:11])=[O:10])=[O:6])[CH3:16].[OH:17][CH2:18][CH2:19][N:20]1[C:25](=[O:26])[CH2:24][CH2:23][CH:22]([N:27]2[C:28](=[O:37])[C:29]3[C:34](=[CH:33][CH:32]=[CH:31][CH:30]=3)[C:35]2=[O:36])[C:21]1=[O:38]. The catalyst class is: 2. (3) Reactant: [Br:1][C:2]1[CH:3]=[C:4]([CH:7]=[CH:8][CH:9]=1)[CH2:5][NH2:6].C(N(CC)CC)C.[C:17](Cl)(=[O:24])[C:18]1[CH:23]=[CH:22][CH:21]=[CH:20][CH:19]=1. Product: [Br:1][C:2]1[CH:3]=[C:4]([CH:7]=[CH:8][CH:9]=1)[CH2:5][NH:6][C:17](=[O:24])[C:18]1[CH:23]=[CH:22][CH:21]=[CH:20][CH:19]=1. The catalyst class is: 1. (4) Reactant: [Br:1][C:2]1[CH:11]=[CH:10][C:9]([O:12][CH2:13][C:14]2[CH:19]=[CH:18][C:17]([F:20])=[CH:16][CH:15]=2)=[CH:8][C:3]=1[C:4]([O:6]C)=[O:5].[OH-].[Li+].CO.Cl. Product: [Br:1][C:2]1[CH:11]=[CH:10][C:9]([O:12][CH2:13][C:14]2[CH:15]=[CH:16][C:17]([F:20])=[CH:18][CH:19]=2)=[CH:8][C:3]=1[C:4]([OH:6])=[O:5]. The catalyst class is: 20. (5) Reactant: [NH2:1][C:2]1[CH:10]=[C:9]([C:11]([F:14])([F:13])[F:12])[CH:8]=[CH:7][C:3]=1[C:4]([OH:6])=[O:5].[C:15](O)(=O)[CH3:16].[C:19](O[BH-](OC(=O)C)OC(=O)C)(=O)C.[Na+]. Product: [CH2:19]([NH:1][C:2]1[CH:10]=[C:9]([C:11]([F:12])([F:13])[F:14])[CH:8]=[CH:7][C:3]=1[C:4]([OH:6])=[O:5])[CH2:15][CH3:16]. The catalyst class is: 1.